This data is from Full USPTO retrosynthesis dataset with 1.9M reactions from patents (1976-2016). The task is: Predict the reactants needed to synthesize the given product. Given the product [C:1]([O:6][CH3:7])(=[O:5])[C:2]([CH3:4])=[CH2:3].[C:8]([O:11][CH:12]=[CH2:13])(=[O:10])[CH3:9].[C:14]([O:18][CH2:19][CH3:20])(=[O:17])[CH:15]=[CH2:16], predict the reactants needed to synthesize it. The reactants are: [C:1]([O:6][CH3:7])(=[O:5])[C:2]([CH3:4])=[CH2:3].[C:8]([O:11][CH:12]=[CH2:13])(=[O:10])[CH3:9].[C:14]([O:18][CH2:19][CH3:20])(=[O:17])[CH:15]=[CH2:16].